From a dataset of Retrosynthesis with 50K atom-mapped reactions and 10 reaction types from USPTO. Predict the reactants needed to synthesize the given product. (1) Given the product N#Cc1ccccc1-c1cccc(-n2cnc(C(=O)c3ncccn3)c2)c1, predict the reactants needed to synthesize it. The reactants are: Brc1ncccn1.CON(C)C(=O)c1cn(-c2cccc(-c3ccccc3C#N)c2)cn1. (2) Given the product CC1(C)O[C@@H]2O[C@H](/C=C/c3ccc(-c4cncnc4)cc3)[C@H](CCn3nnc4ccccc4c3=O)[C@@H]2O1, predict the reactants needed to synthesize it. The reactants are: CC1(C)O[C@@H]2O[C@H](/C=C/c3ccc(Br)cc3)[C@H](CCn3nnc4ccccc4c3=O)[C@@H]2O1.OB(O)c1cncnc1. (3) Given the product Fc1ccc(NCc2cnc(N3CCCCC3)nc2)cc1, predict the reactants needed to synthesize it. The reactants are: Nc1ccc(F)cc1.O=Cc1cnc(N2CCCCC2)nc1. (4) Given the product Clc1ccc2[nH]cc(C3=CCN(CCCOc4cccc5[nH]ccc45)CC3)c2c1, predict the reactants needed to synthesize it. The reactants are: ClCCCOc1cccc2[nH]ccc12.Clc1ccc2[nH]cc(C3=CCNCC3)c2c1. (5) Given the product CC(C)(C)OC(=O)NC1(CO)CC1, predict the reactants needed to synthesize it. The reactants are: CC(C)(C)OC(=O)NC1(C(=O)O)CC1. (6) Given the product Cn1c(-c2ccccc2)cc(=O)c(C(=O)O)c1-c1ccccc1, predict the reactants needed to synthesize it. The reactants are: COC(=O)c1c(-c2ccccc2)n(C)c(-c2ccccc2)cc1=O. (7) Given the product CC(C)(C)c1c[nH]c(=O)c(N)c1, predict the reactants needed to synthesize it. The reactants are: CC(C)(C)c1c[nH]c(=O)c([N+](=O)[O-])c1.